This data is from Forward reaction prediction with 1.9M reactions from USPTO patents (1976-2016). The task is: Predict the product of the given reaction. (1) Given the reactants [CH:1]1([C:4]2[C:5]([N:26]([CH2:31][C:32]3[CH:37]=[CH:36][C:35]([O:38][CH3:39])=[CH:34][CH:33]=3)[S:27]([CH3:30])(=[O:29])=[O:28])=[CH:6][C:7]3[O:11][C:10]([C:12]4[CH:17]=[CH:16][C:15]([F:18])=[CH:14][CH:13]=4)=[C:9]([C:19]4[NH:23][C:22](=[O:24])[O:21][N:20]=4)[C:8]=3[CH:25]=2)[CH2:3][CH2:2]1.Br[CH2:41][CH2:42][Cl:43].N12CCCN=C1CCCCC2, predict the reaction product. The product is: [Cl:43][CH2:42][CH2:41][N:23]1[C:22](=[O:24])[O:21][N:20]=[C:19]1[C:9]1[C:8]2[CH:25]=[C:4]([CH:1]3[CH2:3][CH2:2]3)[C:5]([N:26]([CH2:31][C:32]3[CH:33]=[CH:34][C:35]([O:38][CH3:39])=[CH:36][CH:37]=3)[S:27]([CH3:30])(=[O:29])=[O:28])=[CH:6][C:7]=2[O:11][C:10]=1[C:12]1[CH:17]=[CH:16][C:15]([F:18])=[CH:14][CH:13]=1. (2) Given the reactants C[O:2][C:3](=[O:34])[C:4]([C:7]1[CH:12]=[CH:11][C:10]([C:13]#[C:14][C:15]2[CH:24]=[C:23]([O:25][CH3:26])[C:22]3[CH:21]([N:27]([CH:29]4[CH2:31][CH2:30]4)[CH3:28])[CH2:20][CH2:19][C:18]([CH3:33])([CH3:32])[C:17]=3[CH:16]=2)=[CH:9][CH:8]=1)([CH3:6])[CH3:5].[OH-].[K+].Cl, predict the reaction product. The product is: [CH:29]1([N:27]([CH3:28])[CH:21]2[CH2:20][CH2:19][C:18]([CH3:32])([CH3:33])[C:17]3[CH:16]=[C:15]([C:14]#[C:13][C:10]4[CH:9]=[CH:8][C:7]([C:4]([CH3:5])([CH3:6])[C:3]([OH:34])=[O:2])=[CH:12][CH:11]=4)[CH:24]=[C:23]([O:25][CH3:26])[C:22]2=3)[CH2:30][CH2:31]1. (3) Given the reactants FC(F)(F)C(O)=O.[Cl:8][C:9]1[CH:14]=[C:13]([Cl:15])[CH:12]=[CH:11][C:10]=1[C@H:16]([N:18]1[C:26]2[C:21](=[CH:22][CH:23]=[C:24]([N:27]3[CH2:32][CH2:31][N:30]([C:33]([C@H:35]4[CH2:39][CH2:38][CH2:37][N:36]4C(OC(C)(C)C)=O)=[O:34])[CH2:29][CH2:28]3)[CH:25]=2)[CH:20]=[N:19]1)[CH3:17], predict the reaction product. The product is: [Cl:8][C:9]1[CH:14]=[C:13]([Cl:15])[CH:12]=[CH:11][C:10]=1[C@H:16]([N:18]1[C:26]2[C:21](=[CH:22][CH:23]=[C:24]([N:27]3[CH2:28][CH2:29][N:30]([C:33]([C@H:35]4[CH2:39][CH2:38][CH2:37][NH:36]4)=[O:34])[CH2:31][CH2:32]3)[CH:25]=2)[CH:20]=[N:19]1)[CH3:17]. (4) The product is: [NH:12]1[C@@H:13]2[C@@H:18]([CH2:17][CH2:16][CH2:15][CH2:14]2)[CH2:19][C@H:11]1[C:9]([OH:10])=[O:8]. Given the reactants C([O:8][C:9]([C@@H:11]1[CH2:19][C@H:18]2[C@H:13]([CH2:14][CH2:15][CH2:16][CH2:17]2)[NH:12]1)=[O:10])C1C=CC=CC=1.CO.[OH-].[Na+].Cl, predict the reaction product. (5) Given the reactants [NH:1]1[CH2:6][CH2:5][CH:4]([NH:7][C:8]([C:10]2[O:11][C:12]3[C:17]([C:18](=[O:20])[CH:19]=2)=[CH:16][C:15]([F:21])=[C:14]([O:22][CH3:23])[CH:13]=3)=[O:9])[CH2:3][CH2:2]1.[O:24]1[C:29]2[CH:30]=[CH:31][C:32]([CH:34]=O)=[CH:33][C:28]=2[O:27][CH2:26][CH2:25]1.C([BH3-])#N.C1COCC1, predict the reaction product. The product is: [O:24]1[C:29]2[CH:30]=[CH:31][C:32]([CH2:34][N:1]3[CH2:2][CH2:3][CH:4]([NH:7][C:8]([C:10]4[O:11][C:12]5[C:17]([C:18](=[O:20])[CH:19]=4)=[CH:16][C:15]([F:21])=[C:14]([O:22][CH3:23])[CH:13]=5)=[O:9])[CH2:5][CH2:6]3)=[CH:33][C:28]=2[O:27][CH2:26][CH2:25]1. (6) Given the reactants Br[C:2]1[CH2:11][C:10]([CH3:13])([CH3:12])[C:9]2[C:4](=[CH:5][CH:6]=[C:7]([O:14][CH3:15])[CH:8]=2)[C:3]=1[O:16]C(=O)C.[CH3:20][O:21][C:22]1[C:29]([Sn](C)(C)C)=[CH:28][C:27]([O:34][CH3:35])=[CH:26][C:23]=1[C:24]#[N:25].[OH-].[Na+].O, predict the reaction product. The product is: [CH3:20][O:21][C:22]1[C:29]([CH:2]2[CH2:11][C:10]([CH3:13])([CH3:12])[C:9]3[C:4](=[CH:5][CH:6]=[C:7]([O:14][CH3:15])[CH:8]=3)[C:3]2=[O:16])=[CH:28][C:27]([O:34][CH3:35])=[CH:26][C:23]=1[C:24]#[N:25]. (7) The product is: [CH2:1]([C@H:3]1[C@@H:7]([N:8]2[C:17]3[C:12](=[CH:13][N:14]=[C:15]4[NH:20][CH:19]=[CH:18][C:16]4=3)[CH2:11][CH2:10][CH2:9]2)[CH2:6][C@@H:5]([NH:31][S:32]([CH:35]2[CH2:36][CH2:37]2)(=[O:34])=[O:33])[CH2:4]1)[CH3:2]. Given the reactants [CH2:1]([C@H:3]1[C@@H:7]([N:8]2[C:17]3[C:12](=[CH:13][N:14]=[C:15]4[N:20](S(C5C=CC(C)=CC=5)(=O)=O)[CH:19]=[CH:18][C:16]4=3)[CH2:11][CH2:10][CH2:9]2)[CH2:6][C@@H:5]([NH:31][S:32]([CH:35]2[CH2:37][CH2:36]2)(=[O:34])=[O:33])[CH2:4]1)[CH3:2].[OH-].[Na+].O.CCOC(C)=O, predict the reaction product.